Task: Predict which catalyst facilitates the given reaction.. Dataset: Catalyst prediction with 721,799 reactions and 888 catalyst types from USPTO (1) Reactant: [C:1]1([CH2:7][OH:8])[CH:6]=[CH:5][CH:4]=[CH:3][CH:2]=1.[H-].[Na+].CS([C:15]1[N:20]=[C:19]([CH2:21][O:22][CH:23]2[CH2:28][CH2:27][CH2:26][CH2:25][O:24]2)[CH:18]=[CH:17][N:16]=1)(=O)=O. Product: [CH2:7]([O:8][C:15]1[N:20]=[C:19]([CH2:21][O:22][CH:23]2[CH2:28][CH2:27][CH2:26][CH2:25][O:24]2)[CH:18]=[CH:17][N:16]=1)[C:1]1[CH:6]=[CH:5][CH:4]=[CH:3][CH:2]=1. The catalyst class is: 6. (2) Reactant: S(=O)(=O)(O)O.[Br:6][C:7]1[CH:12]=[CH:11][C:10]([CH2:13][CH2:14][NH:15][C:16](=[O:21])[C:17]([F:20])([F:19])[F:18])=[CH:9][CH:8]=1.[CH2:22]=O.O. Product: [Br:6][C:7]1[CH:8]=[C:9]2[C:10]([CH2:13][CH2:14][N:15]([C:16](=[O:21])[C:17]([F:19])([F:20])[F:18])[CH2:22]2)=[CH:11][CH:12]=1. The catalyst class is: 15. (3) Reactant: [NH2:1][C:2]1[CH:7]=[CH:6][C:5]([OH:8])=[CH:4][CH:3]=1.[CH:9](=O)[C:10]1[CH:15]=[CH:14][CH:13]=[CH:12][CH:11]=1. Product: [CH:9](=[N:1][C:2]1[CH:7]=[CH:6][C:5]([OH:8])=[CH:4][CH:3]=1)[C:10]1[CH:15]=[CH:14][CH:13]=[CH:12][CH:11]=1. The catalyst class is: 8. (4) Reactant: C[O:2][C:3]([C:5]1[N:6]([CH2:42][CH3:43])[CH:7]=[C:8]([NH:10][C:11]([C@H:13]2[C@H:17]([C:18]3[CH:23]=[CH:22][CH:21]=[C:20]([Cl:24])[C:19]=3[F:25])[C@:16]([C:28]3[CH:33]=[CH:32][C:31]([Cl:34])=[CH:30][C:29]=3[F:35])([C:26]#[N:27])[C@H:15]([CH2:36][C:37]([CH3:40])([CH3:39])[CH3:38])[N:14]2[CH3:41])=[O:12])[CH:9]=1)=[O:4].[Li+].[OH-]. Product: [Cl:24][C:20]1[C:19]([F:25])=[C:18]([C@@H:17]2[C@:16]([C:28]3[CH:33]=[CH:32][C:31]([Cl:34])=[CH:30][C:29]=3[F:35])([C:26]#[N:27])[C@H:15]([CH2:36][C:37]([CH3:40])([CH3:39])[CH3:38])[N:14]([CH3:41])[C@H:13]2[C:11]([NH:10][C:8]2[CH:9]=[C:5]([C:3]([OH:4])=[O:2])[N:6]([CH2:42][CH3:43])[CH:7]=2)=[O:12])[CH:23]=[CH:22][CH:21]=1. The catalyst class is: 87.